From a dataset of CYP2D6 inhibition data for predicting drug metabolism from PubChem BioAssay. Regression/Classification. Given a drug SMILES string, predict its absorption, distribution, metabolism, or excretion properties. Task type varies by dataset: regression for continuous measurements (e.g., permeability, clearance, half-life) or binary classification for categorical outcomes (e.g., BBB penetration, CYP inhibition). Dataset: cyp2d6_veith. The drug is Clc1ccc(OCc2cnc(Cl)s2)cc1. The result is 0 (non-inhibitor).